From a dataset of Forward reaction prediction with 1.9M reactions from USPTO patents (1976-2016). Predict the product of the given reaction. (1) Given the reactants [O:1]=[C:2]1[CH2:7][NH:6][CH2:5][CH2:4][N:3]1[CH2:8][CH:9]1[CH2:17][C:16]2[C:11](=[CH:12][CH:13]=[C:14]([C:18]#[N:19])[CH:15]=2)[CH2:10]1.[BH3-]C#N.[Na+].CC(O)=O.[O:28]=[C:29]1[C:33]2[CH:34]=[CH:35][C:36]([CH2:38][CH:39]=O)=[CH:37][C:32]=2[CH2:31][O:30]1.C([O-])([O-])=O.[Na+].[Na+], predict the reaction product. The product is: [O:1]=[C:2]1[CH2:7][N:6]([CH2:39][CH2:38][C:36]2[CH:35]=[CH:34][C:33]3[C:29](=[O:28])[O:30][CH2:31][C:32]=3[CH:37]=2)[CH2:5][CH2:4][N:3]1[CH2:8][CH:9]1[CH2:17][C:16]2[C:11](=[CH:12][CH:13]=[C:14]([C:18]#[N:19])[CH:15]=2)[CH2:10]1. (2) The product is: [Br:1][C:2]1[CH:3]=[CH:4][C:5]2[NH:11][C:10](=[N:30][NH2:31])[C@@H:9]([CH2:13][C:14]([O:16][CH2:17][CH3:18])=[O:15])[O:8][C@H:7]([C:19]3[CH:24]=[CH:23][CH:22]=[C:21]([O:25][CH3:26])[C:20]=3[CH3:27])[C:6]=2[CH:28]=1. Given the reactants [Br:1][C:2]1[CH:3]=[CH:4][C:5]2[NH:11][C:10](=S)[C@@H:9]([CH2:13][C:14]([O:16][CH2:17][CH3:18])=[O:15])[O:8][C@H:7]([C:19]3[CH:24]=[CH:23][CH:22]=[C:21]([O:25][CH3:26])[C:20]=3[CH3:27])[C:6]=2[CH:28]=1.O.[NH2:30][NH2:31], predict the reaction product. (3) Given the reactants [CH2:1]([O:3][C:4]([C:6]1[N:7]([C:17]2[CH:22]=[CH:21][C:20]([O:23][CH:24]([CH3:26])[CH3:25])=[CH:19][CH:18]=2)[C:8]2[C:13]([C:14]=1[CH3:15])=[CH:12][C:11](Br)=[CH:10][CH:9]=2)=[O:5])[CH3:2].[F:27][C:28]([F:40])([F:39])[O:29][C:30]1[CH:35]=[CH:34][C:33](B(O)O)=[CH:32][CH:31]=1, predict the reaction product. The product is: [CH2:1]([O:3][C:4]([C:6]1[N:7]([C:17]2[CH:22]=[CH:21][C:20]([O:23][CH:24]([CH3:26])[CH3:25])=[CH:19][CH:18]=2)[C:8]2[C:13]([C:14]=1[CH3:15])=[CH:12][C:11]([C:33]1[CH:32]=[CH:31][C:30]([O:29][C:28]([F:27])([F:39])[F:40])=[CH:35][CH:34]=1)=[CH:10][CH:9]=2)=[O:5])[CH3:2]. (4) Given the reactants C([O:5][C:6]([CH:8]1[CH:12]([C:13]2[CH:18]=[CH:17][CH:16]=[C:15]([Cl:19])[CH:14]=2)[C:11]([C:22]2[CH:27]=[CH:26][C:25]([Cl:28])=[CH:24][CH:23]=2)([C:20]#[N:21])[CH:10]([CH2:29][CH:30]([CH3:32])[CH3:31])[NH:9]1)=[O:7])(C)(C)C.[F:33][C:34]([F:39])([F:38])[C:35]([OH:37])=[O:36], predict the reaction product. The product is: [F:33][C:34]([F:39])([F:38])[C:35]([OH:37])=[O:36].[Cl:19][C:15]1[CH:14]=[C:13]([CH:12]2[C:11]([C:22]3[CH:27]=[CH:26][C:25]([Cl:28])=[CH:24][CH:23]=3)([C:20]#[N:21])[CH:10]([CH2:29][CH:30]([CH3:31])[CH3:32])[NH:9][CH:8]2[C:6]([OH:7])=[O:5])[CH:18]=[CH:17][CH:16]=1. (5) Given the reactants [Br:1][C:2]1[CH:7]=[CH:6][C:5]([C:8]([NH:10][C:11]2[O:15][C:14]([CH3:16])=[N:13][C:12]=2[C:17]([NH:19][CH2:20][C@@H:21]2[CH2:25][CH2:24][N:23]([C:26]([CH:28]3[CH2:30][CH2:29]3)=[O:27])[CH2:22]2)=[O:18])=O)=[CH:4][CH:3]=1.C(N(CC)CC)C, predict the reaction product. The product is: [Br:1][C:2]1[CH:7]=[CH:6][C:5]([C:8]2[N:19]([CH2:20][C@@H:21]3[CH2:25][CH2:24][N:23]([C:26]([CH:28]4[CH2:30][CH2:29]4)=[O:27])[CH2:22]3)[C:17](=[O:18])[C:12]3[N:13]=[C:14]([CH3:16])[O:15][C:11]=3[N:10]=2)=[CH:4][CH:3]=1. (6) Given the reactants [H-].[Al+3].[Li+].[H-].[H-].[H-].O1CCCC1.[CH:12]12[O:18][CH:15]([CH:16]=[CH:17]1)[CH2:14][CH:13]2[C:19](OC)=[O:20].[OH-].[Na+], predict the reaction product. The product is: [OH:20][CH2:19][CH:13]1[CH2:14][CH:15]2[O:18][CH:12]1[CH:17]=[CH:16]2. (7) Given the reactants [C:1]1([S:7]([N:10]2[C:22]3[CH:21]=[CH:20][CH:19]=[C:18]([OH:23])[C:17]=3[C:16]3[C:11]2=[CH:12][CH:13]=[CH:14][CH:15]=3)(=[O:9])=[O:8])[CH:6]=[CH:5][CH:4]=[CH:3][CH:2]=1.[CH2:24]([CH:26]1[O:28][CH2:27]1)Cl, predict the reaction product. The product is: [C:1]1([S:7]([N:10]2[C:22]3[CH:21]=[CH:20][CH:19]=[C:18]([O:23][CH2:24][CH:26]4[CH2:27][O:28]4)[C:17]=3[C:16]3[C:11]2=[CH:12][CH:13]=[CH:14][CH:15]=3)(=[O:9])=[O:8])[CH:2]=[CH:3][CH:4]=[CH:5][CH:6]=1. (8) Given the reactants [Cl:1][C:2]1[CH:10]=[C:9]2[C:5]([C:6]([C:11]([N:13]3[CH2:18][CH2:17][C:16]4([C:22]5[CH:23]=[CH:24][CH:25]=[CH:26][C:21]=5[C:20](=[O:27])[O:19]4)[CH2:15][CH2:14]3)=[O:12])=[CH:7][NH:8]2)=[CH:4][CH:3]=1.[N:28]1[CH:33]=[CH:32][CH:31]=[CH:30][C:29]=1[CH2:34]OS(C)(=O)=O, predict the reaction product. The product is: [Cl:1][C:2]1[CH:10]=[C:9]2[C:5]([C:6]([C:11]([N:13]3[CH2:18][CH2:17][C:16]4([C:22]5[CH:23]=[CH:24][CH:25]=[CH:26][C:21]=5[C:20](=[O:27])[O:19]4)[CH2:15][CH2:14]3)=[O:12])=[CH:7][N:8]2[CH2:34][C:29]2[CH:30]=[CH:31][CH:32]=[CH:33][N:28]=2)=[CH:4][CH:3]=1. (9) Given the reactants [OH-].[Na+].[Cl:3][C:4]1[CH:5]=[C:6]([C:14]([O:16]C(C)C)=[O:15])[CH:7]=[N:8][C:9]=1[O:10][CH:11]([CH3:13])[CH3:12].C(Cl)Cl, predict the reaction product. The product is: [Cl:3][C:4]1[CH:5]=[C:6]([C:14]([OH:16])=[O:15])[CH:7]=[N:8][C:9]=1[O:10][CH:11]([CH3:13])[CH3:12].